This data is from NCI-60 drug combinations with 297,098 pairs across 59 cell lines. The task is: Regression. Given two drug SMILES strings and cell line genomic features, predict the synergy score measuring deviation from expected non-interaction effect. (1) Drug 1: CCCS(=O)(=O)NC1=C(C(=C(C=C1)F)C(=O)C2=CNC3=C2C=C(C=N3)C4=CC=C(C=C4)Cl)F. Drug 2: CC1OCC2C(O1)C(C(C(O2)OC3C4COC(=O)C4C(C5=CC6=C(C=C35)OCO6)C7=CC(=C(C(=C7)OC)O)OC)O)O. Cell line: HCT-15. Synergy scores: CSS=31.6, Synergy_ZIP=2.69, Synergy_Bliss=4.24, Synergy_Loewe=-15.3, Synergy_HSA=2.45. (2) Drug 1: CC1=C2C(C(=O)C3(C(CC4C(C3C(C(C2(C)C)(CC1OC(=O)C(C(C5=CC=CC=C5)NC(=O)OC(C)(C)C)O)O)OC(=O)C6=CC=CC=C6)(CO4)OC(=O)C)O)C)O. Drug 2: C1=NC2=C(N1)C(=S)N=CN2. Cell line: HL-60(TB). Synergy scores: CSS=87.0, Synergy_ZIP=7.66, Synergy_Bliss=14.2, Synergy_Loewe=-44.2, Synergy_HSA=-5.38. (3) Cell line: UO-31. Drug 2: C1CN1P(=S)(N2CC2)N3CC3. Drug 1: CC(C1=C(C=CC(=C1Cl)F)Cl)OC2=C(N=CC(=C2)C3=CN(N=C3)C4CCNCC4)N. Synergy scores: CSS=5.04, Synergy_ZIP=-2.99, Synergy_Bliss=-3.85, Synergy_Loewe=-3.80, Synergy_HSA=-3.42. (4) Drug 1: CCC1(CC2CC(C3=C(CCN(C2)C1)C4=CC=CC=C4N3)(C5=C(C=C6C(=C5)C78CCN9C7C(C=CC9)(C(C(C8N6C=O)(C(=O)OC)O)OC(=O)C)CC)OC)C(=O)OC)O.OS(=O)(=O)O. Drug 2: C1CN1C2=NC(=NC(=N2)N3CC3)N4CC4. Cell line: NCI/ADR-RES. Synergy scores: CSS=45.7, Synergy_ZIP=0.274, Synergy_Bliss=-2.17, Synergy_Loewe=1.52, Synergy_HSA=-0.590. (5) Drug 1: C1=C(C(=O)NC(=O)N1)N(CCCl)CCCl. Drug 2: C1CN(CCN1C(=O)CCBr)C(=O)CCBr. Cell line: SW-620. Synergy scores: CSS=43.9, Synergy_ZIP=4.71, Synergy_Bliss=4.89, Synergy_Loewe=1.03, Synergy_HSA=5.96.